From a dataset of Reaction yield outcomes from USPTO patents with 853,638 reactions. Predict the reaction yield, written as a fraction of the theoretical maximum amount of product (1.0 means a 100% yield; for example, 0.34 means a 34% yield). (1) The reactants are [F:1][C:2]1[C:8]([F:9])=[CH:7][C:5]([NH2:6])=[C:4]([N+:10]([O-:12])=[O:11])[CH:3]=1.CO[C:15](OC)([CH3:17])[CH3:16].FC(F)(F)C(O)=O. The catalyst is C1(C)C=CC=CC=1. The product is [F:1][C:2]1[C:8]([F:9])=[CH:7][C:5]([NH:6][CH:15]([CH3:17])[CH3:16])=[C:4]([N+:10]([O-:12])=[O:11])[CH:3]=1. The yield is 0.560. (2) The reactants are [CH2:1]([O:8][C:9]1[CH:17]=[C:16]([O:18][CH2:19][C:20]2[CH:25]=[CH:24][CH:23]=[CH:22][CH:21]=2)[C:15]([C:26]([CH3:28])=[CH2:27])=[CH:14][C:10]=1[C:11](O)=[O:12])[C:2]1[CH:7]=[CH:6][CH:5]=[CH:4][CH:3]=1.Cl.C(N=C=N)C.ON1C2C=CC=CC=2N=N1.Cl.Cl.[CH2:47]1[C:55]2[C:50](=[CH:51][C:52]([C:56]3([OH:63])[CH2:61][CH2:60][N:59]([CH3:62])[CH2:58][CH2:57]3)=[CH:53][CH:54]=2)[CH2:49][NH:48]1.C(N(CC)CC)C. The catalyst is CN(C=O)C. The product is [CH2:1]([O:8][C:9]1[CH:17]=[C:16]([O:18][CH2:19][C:20]2[CH:21]=[CH:22][CH:23]=[CH:24][CH:25]=2)[C:15]([C:26]([CH3:28])=[CH2:27])=[CH:14][C:10]=1[C:11]([N:48]1[CH2:49][C:50]2[C:55](=[CH:54][CH:53]=[C:52]([C:56]3([OH:63])[CH2:61][CH2:60][N:59]([CH3:62])[CH2:58][CH2:57]3)[CH:51]=2)[CH2:47]1)=[O:12])[C:2]1[CH:3]=[CH:4][CH:5]=[CH:6][CH:7]=1. The yield is 0.690. (3) The reactants are [Cl:1][C:2]1[CH:7]=[CH:6][C:5]([NH:8]C(=O)C(F)(F)F)=[C:4]([C:15]2[N:16]=[CH:17][N:18]([C@@H:22]3[C:38]4[CH:39]=[C:34]([CH:35]=[CH:36][N:37]=4)[C:33]4[N:32]([CH:40]([F:42])[F:41])[N:31]=[CH:30][C:29]=4[NH:28][C:27](=[O:43])[C@H:26]([CH3:44])[CH2:25][CH2:24][CH2:23]3)[C:19](=[O:21])[CH:20]=2)[CH:3]=1.CO. The catalyst is Cl. The product is [NH2:8][C:5]1[CH:6]=[CH:7][C:2]([Cl:1])=[CH:3][C:4]=1[C:15]1[N:16]=[CH:17][N:18]([C@@H:22]2[C:38]3[CH:39]=[C:34]([CH:35]=[CH:36][N:37]=3)[C:33]3[N:32]([CH:40]([F:42])[F:41])[N:31]=[CH:30][C:29]=3[NH:28][C:27](=[O:43])[C@H:26]([CH3:44])[CH2:25][CH2:24][CH2:23]2)[C:19](=[O:21])[CH:20]=1. The yield is 0.890.